Dataset: Reaction yield outcomes from USPTO patents with 853,638 reactions. Task: Predict the reaction yield, written as a fraction of the theoretical maximum amount of product (1.0 means a 100% yield; for example, 0.34 means a 34% yield). (1) The reactants are [C:1]([C:3]1[CH:11]=[CH:10][C:6]([C:7](O)=[O:8])=[CH:5][N:4]=1)#[N:2].CCN(CC)CC.ClC(OCC)=O.[BH4-].[Na+]. The catalyst is C1COCC1. The product is [OH:8][CH2:7][C:6]1[CH:10]=[CH:11][C:3]([C:1]#[N:2])=[N:4][CH:5]=1. The yield is 0.200. (2) The reactants are CN(OC)[C:3]([C:5]1[C:13]2[N:12]=[C:11]([CH3:14])[N:10]([CH2:15][C:16]3[C:25]4[C:20](=[CH:21][CH:22]=[CH:23][CH:24]=4)[CH:19]=[CH:18][CH:17]=3)[C:9]=2[CH:8]=[C:7]([N:26]2[CH2:31][CH2:30][O:29][CH2:28][CH2:27]2)[CH:6]=1)=[O:4].[CH3:34][Mg]Cl. The catalyst is O1CCCC1. The product is [CH3:14][C:11]1[N:10]([CH2:15][C:16]2[C:25]3[C:20](=[CH:21][CH:22]=[CH:23][CH:24]=3)[CH:19]=[CH:18][CH:17]=2)[C:9]2[CH:8]=[C:7]([N:26]3[CH2:27][CH2:28][O:29][CH2:30][CH2:31]3)[CH:6]=[C:5]([C:3](=[O:4])[CH3:34])[C:13]=2[N:12]=1. The yield is 0.590. (3) The product is [Cl:1][C:2]1[CH:7]=[CH:6][C:5]([OH:8])=[C:4]([NH:9][C:10](=[O:14])[CH:11]([CH3:13])[CH3:12])[CH:3]=1. The yield is 0.780. The catalyst is O. The reactants are [Cl:1][C:2]1[CH:7]=[CH:6][C:5]([OH:8])=[C:4]([NH2:9])[CH:3]=1.[C:10](O[C:10](=[O:14])[CH:11]([CH3:13])[CH3:12])(=[O:14])[CH:11]([CH3:13])[CH3:12]. (4) The reactants are C([O:5][C:6](=[O:54])[C:7]([O:10]/[N:11]=[C:12](/[C:41]1[N:42]=[C:43]([NH:46]C(OC(C)(C)C)=O)[S:44][CH:45]=1)\[C:13]([NH:15][C@@H:16]1[C:19](=[O:20])[N:18]([S:21]([OH:24])(=[O:23])=[O:22])[C@@H:17]1[CH2:25][N:26]1[CH2:30][C@@H:29]([CH2:31][NH:32]C(OC(C)(C)C)=O)[O:28][C:27]1=[O:40])=[O:14])([CH3:9])[CH3:8])(C)(C)C.C(O)(C(F)(F)F)=O. The catalyst is C(Cl)Cl. The product is [NH2:32][CH2:31][C@H:29]1[O:28][C:27](=[O:40])[N:26]([CH2:25][C@@H:17]2[C@H:16]([NH:15][C:13](=[O:14])/[C:12](=[N:11]\[O:10][C:7]([CH3:8])([CH3:9])[C:6]([OH:54])=[O:5])/[C:41]3[N:42]=[C:43]([NH2:46])[S:44][CH:45]=3)[C:19](=[O:20])[N:18]2[S:21]([OH:24])(=[O:22])=[O:23])[CH2:30]1. The yield is 0.780.